From a dataset of Reaction yield outcomes from USPTO patents with 853,638 reactions. Predict the reaction yield, written as a fraction of the theoretical maximum amount of product (1.0 means a 100% yield; for example, 0.34 means a 34% yield). The reactants are C([O:5][C:6](=[O:23])[CH2:7][CH2:8][CH:9]([NH:12][C:13]([O:15][CH2:16][C:17]1[CH:22]=[CH:21][CH:20]=[CH:19][CH:18]=1)=[O:14])[CH2:10]O)(C)(C)C.O. The catalyst is FC(F)(F)C(O)=O.C(Cl)Cl. The product is [O:23]=[C:6]1[O:5][CH2:10][CH:9]([NH:12][C:13](=[O:14])[O:15][CH2:16][C:17]2[CH:18]=[CH:19][CH:20]=[CH:21][CH:22]=2)[CH2:8][CH2:7]1. The yield is 0.550.